Dataset: Catalyst prediction with 721,799 reactions and 888 catalyst types from USPTO. Task: Predict which catalyst facilitates the given reaction. (1) Reactant: [CH3:1][O:2][C:3]1[CH:8]=[CH:7][C:6]([C:9]2[N:10]=[CH:11][N:12]([CH3:27])[C:13]=2[C:14]2[S:26][C:17]3[N:18]=[CH:19][N:20]=[C:21](S(C)(=O)=O)[C:16]=3[CH:15]=2)=[CH:5][CH:4]=1.CC1([N:35]2C(C3SC4N=CN=C(S(C)(=O)=O)C=4C=3)=CN=C2)C=CC=CC1.C(Cl)Cl.N. Product: [CH3:1][O:2][C:3]1[CH:8]=[CH:7][C:6]([C:9]2[N:10]=[CH:11][N:12]([CH3:27])[C:13]=2[C:14]2[S:26][C:17]3[N:18]=[CH:19][N:20]=[C:21]([NH2:35])[C:16]=3[CH:15]=2)=[CH:5][CH:4]=1. The catalyst class is: 5. (2) Reactant: [NH2:1][C@@H:2]([CH2:33][C:34]1[CH:39]=[CH:38][CH:37]=[CH:36][CH:35]=1)[CH2:3][C@H:4]([OH:32])[C@@H:5]([NH:19][C:20]([C@@H:22]([NH:27][C:28](=[O:31])[O:29][CH3:30])[C:23]([CH3:26])([CH3:25])[CH3:24])=[O:21])[CH2:6][C:7]1[CH:12]=[CH:11][C:10]([C:13]2[CH:18]=[CH:17][CH:16]=[CH:15][N:14]=2)=[CH:9][CH:8]=1.[CH3:40][C:41]1[CH:51]=[CH:50][CH:49]=[C:48]([CH3:52])[C:42]=1[O:43][CH2:44][C:45](O)=[O:46].CCOP(ON1N=NC2C=CC=CC=2C1=O)(OCC)=O.C(N(CC)C(C)C)(C)C. Product: [CH3:40][C:41]1[CH:51]=[CH:50][CH:49]=[C:48]([CH3:52])[C:42]=1[O:43][CH2:44][C:45]([NH:1][C@@H:2]([CH2:33][C:34]1[CH:35]=[CH:36][CH:37]=[CH:38][CH:39]=1)[CH2:3][C@H:4]([OH:32])[C@@H:5]([NH:19][C:20]([C@@H:22]([NH:27][C:28](=[O:31])[O:29][CH3:30])[C:23]([CH3:25])([CH3:26])[CH3:24])=[O:21])[CH2:6][C:7]1[CH:12]=[CH:11][C:10]([C:13]2[CH:18]=[CH:17][CH:16]=[CH:15][N:14]=2)=[CH:9][CH:8]=1)=[O:46]. The catalyst class is: 1.